Dataset: Ames mutagenicity test results for genotoxicity prediction. Task: Regression/Classification. Given a drug SMILES string, predict its toxicity properties. Task type varies by dataset: regression for continuous values (e.g., LD50, hERG inhibition percentage) or binary classification for toxic/non-toxic outcomes (e.g., AMES mutagenicity, cardiotoxicity, hepatotoxicity). Dataset: ames. (1) The compound is COc1cc(O)c2c(c1)C(=O)c1c(O)c(C)cc(O)c1C2=O. The result is 1 (mutagenic). (2) The drug is COC(C)CCO. The result is 0 (non-mutagenic). (3) The drug is CC(C)(COCC1CO1)COCC1CO1. The result is 1 (mutagenic). (4) The compound is CO[C@]12[C@H]3N[C@H]3CN1C1=C(C(=O)C(N)=C(C)C1=O)[C@@H]2COC(N)=O. The result is 1 (mutagenic). (5) The drug is Cc1cc(C2(c3cc(C)c(O)cc3C)OS(=O)(=O)c3ccccc32)c(C)cc1O. The result is 0 (non-mutagenic). (6) The drug is c1ccc(N(c2ccccc2)c2ccccc2)cc1. The result is 0 (non-mutagenic).